From a dataset of NCI-60 drug combinations with 297,098 pairs across 59 cell lines. Regression. Given two drug SMILES strings and cell line genomic features, predict the synergy score measuring deviation from expected non-interaction effect. (1) Drug 1: C1=CC(=CC=C1C#N)C(C2=CC=C(C=C2)C#N)N3C=NC=N3. Drug 2: C1C(C(OC1N2C=NC(=NC2=O)N)CO)O. Cell line: SN12C. Synergy scores: CSS=6.97, Synergy_ZIP=-4.46, Synergy_Bliss=-3.26, Synergy_Loewe=-0.751, Synergy_HSA=0.377. (2) Drug 1: CC12CCC(CC1=CCC3C2CCC4(C3CC=C4C5=CN=CC=C5)C)O. Drug 2: CC=C1C(=O)NC(C(=O)OC2CC(=O)NC(C(=O)NC(CSSCCC=C2)C(=O)N1)C(C)C)C(C)C. Cell line: SNB-75. Synergy scores: CSS=37.3, Synergy_ZIP=-0.224, Synergy_Bliss=-3.47, Synergy_Loewe=-57.5, Synergy_HSA=-3.64. (3) Drug 1: CS(=O)(=O)CCNCC1=CC=C(O1)C2=CC3=C(C=C2)N=CN=C3NC4=CC(=C(C=C4)OCC5=CC(=CC=C5)F)Cl. Drug 2: C(CN)CNCCSP(=O)(O)O. Cell line: NCI/ADR-RES. Synergy scores: CSS=4.87, Synergy_ZIP=-4.01, Synergy_Bliss=-4.19, Synergy_Loewe=-3.21, Synergy_HSA=-2.65. (4) Drug 1: CC1C(C(CC(O1)OC2CC(CC3=C2C(=C4C(=C3O)C(=O)C5=C(C4=O)C(=CC=C5)OC)O)(C(=O)C)O)N)O.Cl. Drug 2: C1=CN(C=N1)CC(O)(P(=O)(O)O)P(=O)(O)O. Cell line: MDA-MB-435. Synergy scores: CSS=-2.55, Synergy_ZIP=0.601, Synergy_Bliss=-0.989, Synergy_Loewe=-11.0, Synergy_HSA=-4.80. (5) Drug 1: CCC(=C(C1=CC=CC=C1)C2=CC=C(C=C2)OCCN(C)C)C3=CC=CC=C3.C(C(=O)O)C(CC(=O)O)(C(=O)O)O. Drug 2: CCC1(C2=C(COC1=O)C(=O)N3CC4=CC5=C(C=CC(=C5CN(C)C)O)N=C4C3=C2)O.Cl. Cell line: DU-145. Synergy scores: CSS=63.5, Synergy_ZIP=-1.16, Synergy_Bliss=-2.05, Synergy_Loewe=-23.7, Synergy_HSA=0.317.